This data is from Full USPTO retrosynthesis dataset with 1.9M reactions from patents (1976-2016). The task is: Predict the reactants needed to synthesize the given product. (1) Given the product [CH3:1][N:2]([C:11]1[CH:12]=[CH:13][CH:14]=[C:15]2[C:19]=1[NH:18][C:17]([C:20]1[S:21][CH:22]([CH2:25][CH2:26][NH:33][C:30]3[NH:31][CH:32]=[N:28][N:29]=3)[CH2:23][N:24]=1)=[CH:16]2)[S:3]([C:6]1[S:7][CH:8]=[CH:9][CH:10]=1)(=[O:5])=[O:4], predict the reactants needed to synthesize it. The reactants are: [CH3:1][N:2]([C:11]1[CH:12]=[CH:13][CH:14]=[C:15]2[C:19]=1[NH:18][C:17]([C:20]1[S:21][CH:22]([CH2:25][CH:26]=O)[CH2:23][N:24]=1)=[CH:16]2)[S:3]([C:6]1[S:7][CH:8]=[CH:9][CH:10]=1)(=[O:5])=[O:4].[N:28]1[N:29]=[C:30]([NH2:33])[NH:31][CH:32]=1.C(O[BH-](OC(=O)C)OC(=O)C)(=O)C.[Na+].C(=O)([O-])O.[Na+]. (2) Given the product [F:5][C:6]([F:11])([F:10])[C:7]([OH:9])=[O:8].[Cl:30][C:27]1[C:28]([CH3:29])=[C:23]([CH:21]2[CH2:22][N:19]([C:3]([NH:2][CH3:1])=[O:4])[CH2:20]2)[C:24]([O:43][CH3:44])=[C:25]([CH:31]([NH:33][C:34]2[N:42]=[CH:41][N:40]=[C:39]3[C:35]=2[N:36]=[CH:37][NH:38]3)[CH3:32])[CH:26]=1.[C:14]([OH:16])([C:13]([F:18])([F:17])[F:12])=[O:15], predict the reactants needed to synthesize it. The reactants are: [CH3:1][N:2]=[C:3]=[O:4].[F:5][C:6]([F:11])([F:10])[C:7]([OH:9])=[O:8].[F:12][C:13]([F:18])([F:17])[C:14]([OH:16])=[O:15].[NH:19]1[CH2:22][CH:21]([C:23]2[C:24]([O:43][CH3:44])=[C:25]([CH:31]([NH:33][C:34]3[N:42]=[CH:41][N:40]=[C:39]4[C:35]=3[N:36]=[CH:37][NH:38]4)[CH3:32])[CH:26]=[C:27]([Cl:30])[C:28]=2[CH3:29])[CH2:20]1.CCN(C(C)C)C(C)C. (3) Given the product [CH3:1][O:2][C:3]1[CH:4]=[C:5]2[C:9](=[CH:10][C:11]=1[O:12][CH3:13])[C:8](=[O:14])[CH:7]([CH2:15][C:16]1[CH:21]=[CH:20][N:19]=[CH:18][CH:17]=1)[CH2:6]2, predict the reactants needed to synthesize it. The reactants are: [CH3:1][O:2][C:3]1[CH:4]=[C:5]2[C:9](=[CH:10][C:11]=1[O:12][CH3:13])[C:8](=[O:14])[C:7](=[CH:15][C:16]1[CH:21]=[CH:20][N:19]=[CH:18][CH:17]=1)[CH2:6]2.CO.C(Cl)Cl. (4) Given the product [OH:40][CH2:37][CH2:36][O:35][CH:32]1[CH2:33][CH2:34][CH:29]([N:3]2[C:2](=[O:1])[C:7]([CH2:8][C:9]3[CH:14]=[CH:13][C:12]([C:15]4[C:16]([C:21]#[N:22])=[CH:17][CH:18]=[CH:19][CH:20]=4)=[CH:11][CH:10]=3)=[C:6]([CH2:23][CH2:24][CH3:25])[N:5]3[N:26]=[CH:27][N:28]=[C:4]23)[CH2:30][CH2:31]1, predict the reactants needed to synthesize it. The reactants are: [O:1]=[C:2]1[C:7]([CH2:8][C:9]2[CH:14]=[CH:13][C:12]([C:15]3[C:16]([C:21]#[N:22])=[CH:17][CH:18]=[CH:19][CH:20]=3)=[CH:11][CH:10]=2)=[C:6]([CH2:23][CH2:24][CH3:25])[N:5]2[N:26]=[CH:27][N:28]=[C:4]2[N:3]1[CH:29]1[CH2:34][CH2:33][CH:32]([O:35][CH2:36][CH:37]=C)[CH2:31][CH2:30]1.I([O-])(=O)(=O)=[O:40].[Na+].CC(C)=O.C(#N)C. (5) Given the product [F:13][C:14]([F:22])([F:23])[CH2:15][CH2:16][C:17]([CH2:7][C:6]1[CH:9]=[CH:10][C:3]([CH:1]=[CH2:2])=[CH:4][CH:5]=1)([C:20]#[N:21])[C:18]#[N:19], predict the reactants needed to synthesize it. The reactants are: [CH:1]([C:3]1[CH:10]=[CH:9][C:6]([CH2:7]Cl)=[CH:5][CH:4]=1)=[CH2:2].[H-].[Na+].[F:13][C:14]([F:23])([F:22])[CH2:15][CH2:16][CH:17]([C:20]#[N:21])[C:18]#[N:19]. (6) Given the product [C:1]([O:5][C:6]([N:8]1[CH2:13][CH2:12][CH:11]([CH2:14][O:15][CH2:16][C@H:17]([NH:24][C:25]([O:27][CH2:28][C:29]2[CH:34]=[CH:33][CH:32]=[CH:31][CH:30]=2)=[O:26])[C:18]2[CH:23]=[CH:22][CH:21]=[CH:20][CH:19]=2)[CH2:10][CH2:9]1)=[O:7])([CH3:4])([CH3:2])[CH3:3], predict the reactants needed to synthesize it. The reactants are: [C:1]([O:5][C:6]([N:8]1[CH2:13][CH2:12][CH:11]([CH2:14][O:15][CH2:16][C@H:17]([NH2:24])[C:18]2[CH:23]=[CH:22][CH:21]=[CH:20][CH:19]=2)[CH2:10][CH2:9]1)=[O:7])([CH3:4])([CH3:3])[CH3:2].[C:25](O[C:25]([O:27][CH2:28][C:29]1[CH:34]=[CH:33][CH:32]=[CH:31][CH:30]=1)=[O:26])([O:27][CH2:28][C:29]1[CH:34]=[CH:33][CH:32]=[CH:31][CH:30]=1)=[O:26]. (7) Given the product [C:1]([O:5][C:6]([NH:8][C@H:9]1[CH2:10][C@@H:11]([C:14]([O:16][CH3:20])=[O:15])[CH:12]=[CH:13]1)=[O:7])([CH3:2])([CH3:3])[CH3:4], predict the reactants needed to synthesize it. The reactants are: [C:1]([O:5][C:6]([NH:8][C@@H:9]1[CH2:13][CH2:12][C@:11](C(C)C)([C:14]([OH:16])=[O:15])[CH2:10]1)=[O:7])([CH3:4])([CH3:3])[CH3:2].[CH2:20](N(CC)CC)C.F[P-](F)(F)(F)(F)F.N1(O[P+](N(C)C)(N(C)C)N(C)C)C2C=CC=CC=2N=N1.